This data is from Catalyst prediction with 721,799 reactions and 888 catalyst types from USPTO. The task is: Predict which catalyst facilitates the given reaction. (1) Reactant: [CH2:1]([Li])CCC.CCCCCC.Br[C:13]1[CH:14]=[CH:15][C:16]([Cl:34])=[C:17]([CH:33]=1)[CH2:18][C:19]1[CH:32]=[CH:31][C:22]([O:23][Si](C(C)(C)C)(C)C)=[CH:21][CH:20]=1.C[Si](C)(C)[O:37][C@@H:38]1[C@@H:43]([O:44][Si](C)(C)C)[C@H:42]([O:49][Si](C)(C)C)[C@@H:41]([CH2:54][O:55][Si](C)(C)C)[O:40][C:39]1=[O:60]. Product: [Cl:34][C:16]1[CH:15]=[CH:14][C:13]([C@@:39]2([O:60][CH3:1])[C@H:38]([OH:37])[C@@H:43]([OH:44])[C@H:42]([OH:49])[C@@H:41]([CH2:54][OH:55])[O:40]2)=[CH:33][C:17]=1[CH2:18][C:19]1[CH:20]=[CH:21][C:22]([OH:23])=[CH:31][CH:32]=1. The catalyst class is: 182. (2) Reactant: [C:1]([C@H:5]1[CH2:10][CH2:9][C@H:8]([O:11][C:12]2[CH:17]=[CH:16][C:15]([C:18]3[CH:23]=[CH:22][CH:21]=[C:20]([CH:24]=O)[CH:19]=3)=[CH:14][CH:13]=2)[CH2:7][CH2:6]1)([CH3:4])([CH3:3])[CH3:2].[NH2:26][CH2:27][CH2:28][C:29]([OH:31])=[O:30].CO.C([BH3-])#N.[Na+].C(O)(=O)C. Product: [C:1]([C@H:5]1[CH2:6][CH2:7][C@H:8]([O:11][C:12]2[CH:13]=[CH:14][C:15]([C:18]3[CH:23]=[CH:22][CH:21]=[C:20]([CH2:24][NH:26][CH2:27][CH2:28][C:29]([OH:31])=[O:30])[CH:19]=3)=[CH:16][CH:17]=2)[CH2:9][CH2:10]1)([CH3:4])([CH3:3])[CH3:2]. The catalyst class is: 238. (3) Reactant: Cl[C:2]1C=CC=C(C(OO)=O)[CH:3]=1.C(S[C:15]1[C:16]([C:21]([NH:23][C:24]2[CH:29]=[CH:28][C:27]([S:30][C:31]([F:34])([F:33])[F:32])=[CH:26][N:25]=2)=[O:22])=[N:17][CH:18]=[CH:19][CH:20]=1)C.C(=O)(O)[O-].[Na+].[S:40]([O-:44])([O-])(=[O:42])=S.[Na+].[Na+]. Product: [CH2:2]([S:40]([C:15]1[C:16]([C:21]([NH:23][C:24]2[CH:29]=[CH:28][C:27]([S:30][C:31]([F:33])([F:34])[F:32])=[CH:26][N:25]=2)=[O:22])=[N:17][CH:18]=[CH:19][CH:20]=1)(=[O:44])=[O:42])[CH3:3]. The catalyst class is: 22. (4) Reactant: [Br:1][C:2]1[CH:7]=[CH:6][C:5]([OH:8])=[CH:4][N:3]=1.[C:9]([O:13][C:14](=[O:19])[NH:15][CH2:16][CH2:17]Br)([CH3:12])([CH3:11])[CH3:10].C(=O)([O-])[O-].[K+].[K+]. Product: [Br:1][C:2]1[N:3]=[CH:4][C:5]([O:8][CH2:17][CH2:16][NH:15][C:14](=[O:19])[O:13][C:9]([CH3:12])([CH3:11])[CH3:10])=[CH:6][CH:7]=1. The catalyst class is: 47. (5) Reactant: [B:10]1([B:10]2[O:14][C:13]([CH3:16])([CH3:15])[C:12]([CH3:18])([CH3:17])[O:11]2)[O:14][C:13]([CH3:16])([CH3:15])[C:12]([CH3:18])([CH3:17])[O:11]1.C([O-])(=O)C.[K+].Br[C:25]1[CH:46]=[CH:45][C:28]([O:29][CH2:30][CH2:31][CH:32]2[CH2:37][CH2:36][N:35]([C:38]([O:40][C:41]([CH3:44])([CH3:43])[CH3:42])=[O:39])[CH2:34][CH2:33]2)=[C:27]([C:47]([F:50])([F:49])[F:48])[CH:26]=1. Product: [CH3:16][C:13]1([CH3:15])[C:12]([CH3:17])([CH3:18])[O:11][B:10]([C:25]2[CH:46]=[CH:45][C:28]([O:29][CH2:30][CH2:31][CH:32]3[CH2:33][CH2:34][N:35]([C:38]([O:40][C:41]([CH3:44])([CH3:43])[CH3:42])=[O:39])[CH2:36][CH2:37]3)=[C:27]([C:47]([F:48])([F:49])[F:50])[CH:26]=2)[O:14]1. The catalyst class is: 184. (6) Reactant: [Br:1][C:2]1[CH:3]=[C:4]([CH2:19][C:20]([O:22]C)=[O:21])[CH:5]=[CH:6][C:7]=1[NH:8][C:9]([NH:11][C:12]1[CH:17]=[CH:16][CH:15]=[CH:14][C:13]=1[Br:18])=[O:10].[OH-].[Na+]. Product: [Br:1][C:2]1[CH:3]=[C:4]([CH2:19][C:20]([OH:22])=[O:21])[CH:5]=[CH:6][C:7]=1[NH:8][C:9]([NH:11][C:12]1[CH:17]=[CH:16][CH:15]=[CH:14][C:13]=1[Br:18])=[O:10]. The catalyst class is: 1. (7) The catalyst class is: 8. Reactant: [F:1][C:2]1[CH:7]=[C:6]([F:8])[CH:5]=[CH:4][C:3]=1[CH:9]1[O:13]C(=O)[NH:11][CH:10]1[CH2:15][C:16]1[CH:21]=[CH:20][C:19]([C:22]([F:25])([F:24])[F:23])=[CH:18][CH:17]=1.[OH-].[Na+]. Product: [NH2:11][CH:10]([CH2:15][C:16]1[CH:21]=[CH:20][C:19]([C:22]([F:25])([F:24])[F:23])=[CH:18][CH:17]=1)[CH:9]([C:3]1[CH:4]=[CH:5][C:6]([F:8])=[CH:7][C:2]=1[F:1])[OH:13]. (8) Reactant: [F:1][C:2]([F:28])([C:21]1[CH:26]=[CH:25][C:24]([CH3:27])=[CH:23][N:22]=1)[CH2:3][N:4]1[CH2:9][CH2:8][CH:7]([N:10]([CH3:20])[C:11]2[C:12]3[CH:19]=[CH:18][NH:17][C:13]=3[N:14]=[CH:15][N:16]=2)[CH2:6][CH2:5]1.[ClH:29]. Product: [ClH:29].[F:28][C:2]([F:1])([C:21]1[CH:26]=[CH:25][C:24]([CH3:27])=[CH:23][N:22]=1)[CH2:3][N:4]1[CH2:9][CH2:8][CH:7]([N:10]([CH3:20])[C:11]2[C:12]3[CH:19]=[CH:18][NH:17][C:13]=3[N:14]=[CH:15][N:16]=2)[CH2:6][CH2:5]1. The catalyst class is: 5. (9) Reactant: [CH2:1]([O:5][C:6]1[CH:14]=[CH:13][C:9]([C:10]([OH:12])=[O:11])=[CH:8][CH:7]=1)[CH2:2][CH2:3][CH3:4].[CH3:15]N(C)CCN(C)C.C([Li])(CC)C.CI. Product: [CH2:1]([O:5][C:6]1[CH:14]=[CH:13][C:9]([C:10]([OH:12])=[O:11])=[C:8]([CH3:15])[CH:7]=1)[CH2:2][CH2:3][CH3:4]. The catalyst class is: 20. (10) Reactant: [OH-].[Na+].[CH3:3][O:4][C:5]1[CH:6]=[C:7]2[C:20](=[CH:21][CH:22]=1)[C:11]1[S:12][C:13]([C:15]([O:17]CC)=[O:16])=[CH:14][C:10]=1[CH2:9][CH2:8]2.CO.C1COCC1. Product: [CH3:3][O:4][C:5]1[CH:6]=[C:7]2[C:20](=[CH:21][CH:22]=1)[C:11]1[S:12][C:13]([C:15]([OH:17])=[O:16])=[CH:14][C:10]=1[CH2:9][CH2:8]2. The catalyst class is: 6.